This data is from Forward reaction prediction with 1.9M reactions from USPTO patents (1976-2016). The task is: Predict the product of the given reaction. (1) Given the reactants Br[C:2]1[CH:11]=[CH:10][CH:9]=[C:8]2[C:3]=1[CH:4]=[CH:5][C:6](C)=[N:7]2.[C:13]([O:22][CH2:23][CH3:24])(=[O:21])/[CH:14]=[CH:15]\[C:16]([O:18][CH2:19][CH3:20])=[O:17].C1(C)C=CC=CC=1P(C1C=CC=CC=1C)C1C=CC=CC=1C.C(=O)([O-])[O-].[K+].[K+], predict the reaction product. The product is: [CH2:19]([O:18][C:16](=[O:17])[C:15]([C:2]1[CH:11]=[CH:10][CH:9]=[C:8]2[C:3]=1[CH:4]=[CH:5][CH:6]=[N:7]2)=[CH:14][C:13]([O:22][CH2:23][CH3:24])=[O:21])[CH3:20]. (2) Given the reactants CC(C)=O.OS(O)(=O)=O.O=[Cr](=O)=O.[CH3:14][C:15]1[CH:20]=[C:19]([CH3:21])[CH:18]=[C:17]([CH3:22])[C:16]=1[CH:23]1[C:27](=[O:28])[CH:26]=[CH:25][CH:24]1[OH:29].C(O)(C)C, predict the reaction product. The product is: [CH3:14][C:15]1[CH:20]=[C:19]([CH3:21])[CH:18]=[C:17]([CH3:22])[C:16]=1[CH:23]1[C:24](=[O:29])[CH:25]=[CH:26][C:27]1=[O:28]. (3) Given the reactants C([Li])CCC.CN1CCCN(C)C1=[O:14].[C:15]1(=O)[CH2:20][CH2:19][CH2:18][CH2:17][CH2:16]1.[CH2:22]1[CH2:26][O:25][CH2:24][CH2:23]1, predict the reaction product. The product is: [CH2:24]([O:25][C:26](=[O:14])[CH:22]=[C:15]1[CH2:20][CH2:19][CH2:18][CH2:17][CH2:16]1)[CH3:23].